From a dataset of Forward reaction prediction with 1.9M reactions from USPTO patents (1976-2016). Predict the product of the given reaction. Given the reactants Br[C:2]1[C:28]([F:29])=[CH:27][C:5]([O:6][CH:7]2[CH2:12][CH2:11][CH2:10][N:9]([CH:13]3[CH2:18][CH2:17][N:16](C(OC(C)(C)C)=O)[CH2:15][CH2:14]3)[C:8]2=[O:26])=[C:4]([F:30])[CH:3]=1.[CH3:31][S:32]([O-:34])=[O:33].[Na+].[C@@H]1(N)CCCC[C@H]1N.[ClH:44], predict the reaction product. The product is: [ClH:44].[F:30][C:4]1[CH:3]=[C:2]([S:32]([CH3:31])(=[O:34])=[O:33])[C:28]([F:29])=[CH:27][C:5]=1[O:6][CH:7]1[CH2:12][CH2:11][CH2:10][N:9]([CH:13]2[CH2:18][CH2:17][NH:16][CH2:15][CH2:14]2)[C:8]1=[O:26].